From a dataset of Retrosynthesis with 50K atom-mapped reactions and 10 reaction types from USPTO. Predict the reactants needed to synthesize the given product. Given the product Cc1ccc(COc2ccc(Oc3ccc(Cl)c(Cl)c3)cc2Cl)cc1, predict the reactants needed to synthesize it. The reactants are: Cc1ccc(CCl)cc1.Oc1ccc(Oc2ccc(Cl)c(Cl)c2)cc1Cl.